This data is from Full USPTO retrosynthesis dataset with 1.9M reactions from patents (1976-2016). The task is: Predict the reactants needed to synthesize the given product. (1) Given the product [Br:7][C:8]1[CH:9]=[CH:10][C:11]([S:14]([CH3:17])(=[O:16])=[O:15])=[C:12]([N:1]2[CH2:6][CH2:5][O:4][CH2:3][CH2:2]2)[CH:13]=1, predict the reactants needed to synthesize it. The reactants are: [NH:1]1[CH2:6][CH2:5][O:4][CH2:3][CH2:2]1.[Br:7][C:8]1[CH:13]=[CH:12][C:11]([S:14]([CH3:17])(=[O:16])=[O:15])=[C:10]([N+]([O-])=O)[CH:9]=1. (2) Given the product [CH:1]([C:4]1[C:5]([O:13][CH2:14][CH2:15][CH3:16])=[C:6]([CH:10]=[CH:11][CH:12]=1)[CH2:7][N:20]([CH3:17])[C:40](=[O:42])/[CH:39]=[CH:38]/[C:33]1[CH:34]=[N:35][C:36]2[NH:37][C:28](=[O:27])[CH2:29][CH2:30][C:31]=2[CH:32]=1)([CH3:2])[CH3:3], predict the reactants needed to synthesize it. The reactants are: [CH:1]([C:4]1[C:5]([O:13][CH2:14][CH2:15][CH3:16])=[C:6]([CH:10]=[CH:11][CH:12]=1)[CH2:7]CN)([CH3:3])[CH3:2].[CH:17]([N:20](C(C)C)CC)(C)C.Cl.[O:27]=[C:28]1[NH:37][C:36]2[N:35]=[CH:34][C:33](/[CH:38]=[CH:39]/[C:40]([OH:42])=O)=[CH:32][C:31]=2[CH2:30][CH2:29]1.O.ON1C2C=CC=CC=2N=N1.Cl.CN(C)CCCN=C=NCC. (3) Given the product [Cl:1][C:2]1[CH:3]=[C:4]([CH:23]=[CH:24][CH:25]=1)[CH2:5][O:6][C:7]1[CH:16]=[C:15]2[C:10]([CH:11]=[C:12]([C:17]([CH3:22])([CH3:21])[C:18]([NH2:27])=[O:19])[CH:13]=[N:14]2)=[CH:9][CH:8]=1, predict the reactants needed to synthesize it. The reactants are: [Cl:1][C:2]1[CH:3]=[C:4]([CH:23]=[CH:24][CH:25]=1)[CH2:5][O:6][C:7]1[CH:16]=[C:15]2[C:10]([CH:11]=[C:12]([C:17]([CH3:22])([CH3:21])[C:18](Cl)=[O:19])[CH:13]=[N:14]2)=[CH:9][CH:8]=1.[OH-].[NH4+:27]. (4) Given the product [CH3:35][C:30]1([CH3:36])[C:31]([CH3:34])([CH3:33])[O:32][B:28]([C:10]2[CH:11]=[C:12]3[C:17](=[CH:18][CH:19]=2)[O:16][CH2:15][CH2:14][C@@H:13]3[NH:20][C:21](=[O:27])[O:22][C:23]([CH3:26])([CH3:25])[CH3:24])[O:29]1, predict the reactants needed to synthesize it. The reactants are: C([O-])(=O)C.[K+].ClCCl.I[C:10]1[CH:11]=[C:12]2[C:17](=[CH:18][CH:19]=1)[O:16][CH2:15][CH2:14][C@@H:13]2[NH:20][C:21](=[O:27])[O:22][C:23]([CH3:26])([CH3:25])[CH3:24].[B:28]1([B:28]2[O:32][C:31]([CH3:34])([CH3:33])[C:30]([CH3:36])([CH3:35])[O:29]2)[O:32][C:31]([CH3:34])([CH3:33])[C:30]([CH3:36])([CH3:35])[O:29]1. (5) Given the product [Br:15][C:16]1[CH:21]=[CH:20][C:19]([CH2:22][C:9]2([C:13]#[N:14])[CH2:12][CH2:11][CH2:10]2)=[C:18]([I:24])[CH:17]=1, predict the reactants needed to synthesize it. The reactants are: C([N-]C(C)C)(C)C.[Li+].[CH:9]1([C:13]#[N:14])[CH2:12][CH2:11][CH2:10]1.[Br:15][C:16]1[CH:21]=[CH:20][C:19]([CH2:22]Br)=[C:18]([I:24])[CH:17]=1.